Dataset: Full USPTO retrosynthesis dataset with 1.9M reactions from patents (1976-2016). Task: Predict the reactants needed to synthesize the given product. (1) Given the product [NH2:15][C:7]1[C:6]([C:4]([C:18]2[CH:23]=[C:22]([F:24])[CH:21]=[CH:20][C:19]=2[CH3:25])=[O:5])=[CH:11][N:10]=[C:9]([S:12][CH2:13][CH3:14])[N:8]=1, predict the reactants needed to synthesize it. The reactants are: CON(C)[C:4]([C:6]1[C:7]([NH2:15])=[N:8][C:9]([S:12][CH2:13][CH3:14])=[N:10][CH:11]=1)=[O:5].Br[C:18]1[CH:23]=[C:22]([F:24])[CH:21]=[CH:20][C:19]=1[CH3:25]. (2) Given the product [CH:11]([C:8]1[CH:7]=[CH:6][CH:5]=[C:4]([CH:2]([CH3:1])[CH3:3])[C:9]=1[O:10][C:43](=[O:54])[CH2:44][CH2:45][C:47]([NH:35][CH2:36][CH2:37][N:38]1[CH2:42][CH2:41][CH2:40][CH2:39]1)=[O:48])([CH3:13])[CH3:12], predict the reactants needed to synthesize it. The reactants are: [CH3:1][CH:2]([C:4]1[CH:5]=[CH:6][CH:7]=[C:8]([CH:11]([CH3:13])[CH3:12])[C:9]=1[OH:10])[CH3:3].CCN=C=NCCCN(C)C.C1C=CC2N(O)N=NC=2C=1.[NH2:35][CH2:36][CH2:37][N:38]1[CH2:42][CH2:41][CH2:40][CH2:39]1.[C:43](O)(=[O:54])[CH2:44][C:45](CC(O)=O)([C:47](O)=[O:48])O. (3) Given the product [ClH:43].[CH3:1][N:2]1[CH:6]=[C:5]([C:7]2[N:12]=[C:11]3[N:13]([CH2:16][C@@H:17]4[CH2:18][N:19]([C:23]5[N:24]=[CH:25][C:26]([C:29]6[CH:30]=[N:31][N:32]([CH2:34][CH2:35][OH:36])[CH:33]=6)=[CH:27][N:28]=5)[CH2:20][CH2:21][O:22]4)[N:14]=[N:15][C:10]3=[N:9][CH:8]=2)[CH:4]=[N:3]1, predict the reactants needed to synthesize it. The reactants are: [CH3:1][N:2]1[CH:6]=[C:5]([C:7]2[N:12]=[C:11]3[N:13]([CH2:16][C@H:17]4[O:22][CH2:21][CH2:20][N:19]([C:23]5[N:28]=[CH:27][C:26]([C:29]6[CH:30]=[N:31][N:32]([CH2:34][CH2:35][O:36]C7CCCCO7)[CH:33]=6)=[CH:25][N:24]=5)[CH2:18]4)[N:14]=[N:15][C:10]3=[N:9][CH:8]=2)[CH:4]=[N:3]1.[ClH:43]. (4) Given the product [C:2]([C:7]1[O:11][C:10]([CH2:12][N:13]2[N:17]=[C:16]([NH:18][C:30]([C:26]3[N:27]=[CH:28][O:29][C:25]=3[C:19]3[CH:20]=[CH:21][CH:22]=[CH:23][CH:24]=3)=[O:31])[CH:15]=[N:14]2)=[CH:9][CH:8]=1)(=[O:6])[CH3:1], predict the reactants needed to synthesize it. The reactants are: [CH3:1][C:2]1([C:7]2[O:11][C:10]([CH2:12][N:13]3[N:17]=[C:16]([NH2:18])[CH:15]=[N:14]3)=[CH:9][CH:8]=2)[O:6]CCO1.[C:19]1([C:25]2[O:29][CH:28]=[N:27][C:26]=2[C:30](O)=[O:31])[CH:24]=[CH:23][CH:22]=[CH:21][CH:20]=1.